Dataset: Reaction yield outcomes from USPTO patents with 853,638 reactions. Task: Predict the reaction yield, written as a fraction of the theoretical maximum amount of product (1.0 means a 100% yield; for example, 0.34 means a 34% yield). (1) The reactants are [CH3:1][C:2]1[N:7]=[C:6]([C:8]2[CH:17]=[C:16]([O:18][CH:19]3[CH2:36][CH:35]4[CH:21]([C:22](=[O:42])[N:23]([CH3:41])[CH2:24][CH2:25][CH2:26][CH2:27][CH:28]=[CH:29][CH:30]5[C:32]([C:38]([OH:40])=O)([NH:33][C:34]4=[O:37])[CH2:31]5)[CH2:20]3)[C:15]3[C:10](=[C:11]([CH3:45])[C:12]([O:43][CH3:44])=[CH:13][CH:14]=3)[N:9]=2)[CH:5]=[CH:4][CH:3]=1.C1N=CN(C(N2C=NC=C2)=O)C=1.[CH:58]1([S:61]([NH2:64])(=[O:63])=[O:62])[CH2:60][CH2:59]1.C1CCN2C(=NCCC2)CC1.C(O)(=O)CC(CC(O)=O)(C(O)=O)O. The catalyst is C1COCC1. The product is [CH3:1][C:2]1[N:7]=[C:6]([C:8]2[CH:17]=[C:16]([O:18][CH:19]3[CH2:36][CH:35]4[CH:21]([C:22](=[O:42])[N:23]([CH3:41])[CH2:24][CH2:25][CH2:26][CH2:27][CH:28]=[CH:29][CH:30]5[C:32]([C:38]([NH:64][S:61]([CH:58]6[CH2:60][CH2:59]6)(=[O:63])=[O:62])=[O:40])([NH:33][C:34]4=[O:37])[CH2:31]5)[CH2:20]3)[C:15]3[C:10](=[C:11]([CH3:45])[C:12]([O:43][CH3:44])=[CH:13][CH:14]=3)[N:9]=2)[CH:5]=[CH:4][CH:3]=1. The yield is 0.520. (2) The yield is 0.580. The product is [Cl:1][C:2]1[CH:3]=[C:4]([CH:9]2[CH2:14][C:13]([CH3:28])([S:15]([C:18]3[CH:23]=[CH:22][CH:21]=[C:20]([C:24]([F:27])([F:25])[F:26])[CH:19]=3)(=[O:17])=[O:16])[CH2:12][CH2:11][O:10]2)[CH:5]=[CH:6][C:7]=1[F:8]. The reactants are [Cl:1][C:2]1[CH:3]=[C:4]([CH:9]2[CH2:14][CH:13]([S:15]([C:18]3[CH:23]=[CH:22][CH:21]=[C:20]([C:24]([F:27])([F:26])[F:25])[CH:19]=3)(=[O:17])=[O:16])[CH2:12][CH2:11][O:10]2)[CH:5]=[CH:6][C:7]=1[F:8].[CH3:28]C([O-])(C)C.[K+].CI. The catalyst is C1COCC1.CCOC(C)=O. (3) The yield is 0.940. The catalyst is C(Cl)Cl.CO. The product is [NH2:15][C:8]1([C:11]([O:13][CH3:14])=[O:12])[C:9]2[C:5](=[CH:4][CH:3]=[C:2]([Br:1])[CH:10]=2)[CH2:6][C:7]21[CH2:25][CH2:26][CH:27]([O:30][CH3:31])[CH2:28][CH2:29]2. The reactants are [Br:1][C:2]1[CH:10]=[C:9]2[C:5]([CH2:6][C:7]3([CH2:29][CH2:28][CH:27]([O:30][CH3:31])[CH2:26][CH2:25]3)[C:8]2([NH:15][C@@H](C2C=CC=CC=2)CO)[C:11]([O:13][CH3:14])=[O:12])=[CH:4][CH:3]=1. (4) The reactants are [CH2:1]([NH2:3])[CH3:2].CO.[Cl:6][C:7]1[C:8]([F:36])=[C:9]([C@@H:13]2[C@:17]([C:20]3[CH:25]=[CH:24][C:23]([Cl:26])=[CH:22][C:21]=3[F:27])([C:18]#[N:19])[C@H:16]([CH2:28][C:29]([CH3:32])([CH3:31])[CH3:30])[NH:15][C@H:14]2[C:33](O)=[O:34])[CH:10]=[CH:11][CH:12]=1.CN(C(ON1N=NC2C=CC=NC1=2)=[N+](C)C)C.F[P-](F)(F)(F)(F)F. The catalyst is C(Cl)Cl. The product is [CH2:1]([NH:3][C:33]([C@H:14]1[C@H:13]([C:9]2[CH:10]=[CH:11][CH:12]=[C:7]([Cl:6])[C:8]=2[F:36])[C@:17]([C:20]2[CH:25]=[CH:24][C:23]([Cl:26])=[CH:22][C:21]=2[F:27])([C:18]#[N:19])[C@H:16]([CH2:28][C:29]([CH3:32])([CH3:31])[CH3:30])[NH:15]1)=[O:34])[CH3:2]. The yield is 0.709.